Dataset: NCI-60 drug combinations with 297,098 pairs across 59 cell lines. Task: Regression. Given two drug SMILES strings and cell line genomic features, predict the synergy score measuring deviation from expected non-interaction effect. Drug 1: C1=CC=C(C(=C1)C(C2=CC=C(C=C2)Cl)C(Cl)Cl)Cl. Drug 2: COC1=C2C(=CC3=C1OC=C3)C=CC(=O)O2. Cell line: OVCAR-4. Synergy scores: CSS=0.526, Synergy_ZIP=-1.56, Synergy_Bliss=-3.44, Synergy_Loewe=-4.63, Synergy_HSA=-3.29.